Dataset: Full USPTO retrosynthesis dataset with 1.9M reactions from patents (1976-2016). Task: Predict the reactants needed to synthesize the given product. (1) The reactants are: [C:1]([O:5][C:6](=[O:19])[CH2:7]/[N:8]=[CH:9]/[CH2:10][C:11]([CH3:18])([CH3:17])[CH2:12][CH2:13][N:14]=[N+:15]=[N-:16])([CH3:4])([CH3:3])[CH3:2].[Cl:20][C:21]1[C:22]([F:39])=[C:23](/[CH:27]=[C:28](/[C:31]2[CH:36]=[CH:35][C:34]([Cl:37])=[CH:33][C:32]=2[F:38])\[C:29]#[N:30])[CH:24]=[CH:25][CH:26]=1.C(N(CC)CC)C.C1CCN2C(=NCCC2)CC1. Given the product [C:1]([O:5][C:6]([CH:7]1[CH:27]([C:23]2[CH:24]=[CH:25][CH:26]=[C:21]([Cl:20])[C:22]=2[F:39])[C:28]([C:31]2[CH:36]=[CH:35][C:34]([Cl:37])=[CH:33][C:32]=2[F:38])([C:29]#[N:30])[CH:9]([CH2:10][C:11]([CH3:18])([CH3:17])[CH2:12][CH2:13][N:14]=[N+:15]=[N-:16])[NH:8]1)=[O:19])([CH3:4])([CH3:2])[CH3:3], predict the reactants needed to synthesize it. (2) The reactants are: [F:1][C:2]1[CH:7]=[CH:6][CH:5]=[CH:4][C:3]=1[N+:8]([O-:10])=[O:9].[Cl:11][S:12](O)(=[O:14])=[O:13]. Given the product [F:1][C:2]1[CH:7]=[CH:6][C:5]([S:12]([Cl:11])(=[O:14])=[O:13])=[CH:4][C:3]=1[N+:8]([O-:10])=[O:9], predict the reactants needed to synthesize it. (3) Given the product [CH3:2][O:3][C:4]([C@H:6]1[CH2:11][CH2:10][C@H:9]([NH:12][C:23](=[O:24])[C:22]2[CH:26]=[C:27]([C:30]([F:31])([F:32])[F:33])[CH:28]=[CH:29][C:21]=2[Cl:20])[CH2:8][CH2:7]1)=[O:5], predict the reactants needed to synthesize it. The reactants are: Cl.[CH3:2][O:3][C:4]([C@H:6]1[CH2:11][CH2:10][C@H:9]([NH2:12])[CH2:8][CH2:7]1)=[O:5].C(N(CC)CC)C.[Cl:20][C:21]1[CH:29]=[CH:28][C:27]([C:30]([F:33])([F:32])[F:31])=[CH:26][C:22]=1[C:23](Cl)=[O:24]. (4) The reactants are: [Br:1][C:2]1[CH:3]=[C:4]([C:8]2([C:14]3[CH:19]=[CH:18][C:17]([O:20][CH:21]([F:23])[F:22])=[C:16]([CH3:24])[CH:15]=3)[CH2:12][O:11]C(=O)[NH:9]2)[CH:5]=[CH:6][CH:7]=1.C(O)C.[OH-].[Li+]. Given the product [NH2:9][C:8]([C:4]1[CH:5]=[CH:6][CH:7]=[C:2]([Br:1])[CH:3]=1)([C:14]1[CH:19]=[CH:18][C:17]([O:20][CH:21]([F:22])[F:23])=[C:16]([CH3:24])[CH:15]=1)[CH2:12][OH:11], predict the reactants needed to synthesize it. (5) Given the product [C:1]([O:5][C:6]([N:8]1[C@@H:13]([C@@H:14]([OH:28])[C@@H:15]([NH:24][C:25](=[O:27])[CH3:26])[CH2:16][C:17]2[CH:22]=[CH:21][CH:20]=[C:19]([O:23][CH2:39][CH:38]([F:41])[F:37])[CH:18]=2)[CH2:12][O:11][C@@H:10]([O:29][CH2:30][C:31]2([CH3:36])[CH2:32][CH2:33][CH2:34][CH2:35]2)[CH2:9]1)=[O:7])([CH3:2])([CH3:3])[CH3:4], predict the reactants needed to synthesize it. The reactants are: [C:1]([O:5][C:6]([N:8]1[C@@H:13]([C@@H:14]([OH:28])[C@@H:15]([NH:24][C:25](=[O:27])[CH3:26])[CH2:16][C:17]2[CH:22]=[CH:21][CH:20]=[C:19]([OH:23])[CH:18]=2)[CH2:12][O:11][C@@H:10]([O:29][CH2:30][C:31]2([CH3:36])[CH2:35][CH2:34][CH2:33][CH2:32]2)[CH2:9]1)=[O:7])([CH3:4])([CH3:3])[CH3:2].[F:37][CH:38]([F:41])[CH2:39]Br.C(=O)([O-])[O-].[Cs+].[Cs+]. (6) Given the product [CH3:44][N:43]1[C:39]([C:37]([NH:36][C:34]2[CH:35]=[C:30]([O:29][C:26]3[CH:27]=[CH:28][C:23]4[N:24]([CH:47]=[C:21]([NH:20][C:5]([CH:3]5[CH2:4][CH:2]5[CH3:1])=[O:7])[N:22]=4)[N:25]=3)[CH:31]=[CH:32][C:33]=2[CH3:46])=[O:38])=[CH:40][C:41]([CH3:45])=[N:42]1, predict the reactants needed to synthesize it. The reactants are: [CH3:1][CH:2]1[CH2:4][CH:3]1[C:5]([OH:7])=O.O1CCCC1.C(Cl)(=O)C(Cl)=O.Cl.[NH2:20][C:21]1[N:22]=[C:23]2[CH:28]=[CH:27][C:26]([O:29][C:30]3[CH:31]=[CH:32][C:33]([CH3:46])=[C:34]([NH:36][C:37]([C:39]4[N:43]([CH3:44])[N:42]=[C:41]([CH3:45])[CH:40]=4)=[O:38])[CH:35]=3)=[N:25][N:24]2[CH:47]=1.